From a dataset of Full USPTO retrosynthesis dataset with 1.9M reactions from patents (1976-2016). Predict the reactants needed to synthesize the given product. Given the product [OH:15][C:16]1[CH:25]=[C:24]([C:26]([CH3:30])([CH3:31])[C:27]([OH:29])=[O:28])[CH:23]=[C:22]2[C:17]=1[C@@H:18]1[CH2:37][C@@H:36]([OH:38])[CH2:35][CH2:34][C@H:19]1[C:20]([CH3:33])([CH3:32])[O:21]2, predict the reactants needed to synthesize it. The reactants are: CCC(C)[BH-](C(C)CC)C(C)CC.[K+].[OH:15][C:16]1[CH:25]=[C:24]([C:26]([CH3:31])([CH3:30])[C:27]([OH:29])=[O:28])[CH:23]=[C:22]2[C:17]=1[C@@H:18]1[CH2:37][C:36](=[O:38])[CH2:35][CH2:34][C@H:19]1[C:20]([CH3:33])([CH3:32])[O:21]2.